This data is from Forward reaction prediction with 1.9M reactions from USPTO patents (1976-2016). The task is: Predict the product of the given reaction. (1) Given the reactants [CH2:1]([Li])[CH2:2][CH2:3][CH3:4].[I-:6].C[P+](C1C=CC=CC=1)(C1C=CC=CC=1)C1C=CC=CC=1.II.C[Si](C)(C)[N-][Si](C)(C)C.[Na+].[CH3:39][O:40][C:41]1[CH:46]=[CH:45][C:44]([CH2:47][O:48][CH2:49][C@H:50]([CH3:64])[C@H:51]([O:56][Si:57]([C:60]([CH3:63])([CH3:62])[CH3:61])([CH3:59])[CH3:58])[C@@H](C)C=O)=[CH:43][CH:42]=1, predict the reaction product. The product is: [I:6][CH:1]=[CH:2][C@H:3]([CH3:4])[C@H:51]([O:56][Si:57]([C:60]([CH3:63])([CH3:62])[CH3:61])([CH3:59])[CH3:58])[C@@H:50]([CH3:64])[CH2:49][O:48][CH2:47][C:44]1[CH:45]=[CH:46][C:41]([O:40][CH3:39])=[CH:42][CH:43]=1. (2) The product is: [CH3:12][O:13][C:14](=[O:31])[C:15]1[CH:20]=[C:19]([N:21]([C:23](=[O:25])[CH3:24])[CH3:22])[C:18]([C:26]([F:27])([F:29])[F:28])=[CH:17][C:16]=1[NH:30][C:2]([O:4][C:5]1[CH:10]=[CH:9][C:8]([Cl:11])=[CH:7][CH:6]=1)=[O:3]. Given the reactants Cl[C:2]([O:4][C:5]1[CH:10]=[CH:9][C:8]([Cl:11])=[CH:7][CH:6]=1)=[O:3].[CH3:12][O:13][C:14](=[O:31])[C:15]1[CH:20]=[C:19]([N:21]([C:23](=[O:25])[CH3:24])[CH3:22])[C:18]([C:26]([F:29])([F:28])[F:27])=[CH:17][C:16]=1[NH2:30], predict the reaction product.